From a dataset of Full USPTO retrosynthesis dataset with 1.9M reactions from patents (1976-2016). Predict the reactants needed to synthesize the given product. (1) The reactants are: [F:1][C:2]1[C:3]2[CH:4]=[C:5]3[C:14]4[N:15]=[C:16]([C:19]5[C:20]([N:39]([CH3:44])[S:40]([CH3:43])(=[O:42])=[O:41])=[CH:21][C:22]6[O:26][C:25]([C:27]7[CH:32]=[CH:31][C:30]([F:33])=[CH:29][CH:28]=7)=[C:24]([C:34](=[O:37])[NH:35][CH3:36])[C:23]=6[CH:38]=5)[CH:17]=[CH:18][C:13]=4[O:12][CH:11]([CH2:45][NH:46][CH2:47][C:48]([O:50]CC)=[O:49])[N:6]3[C:7]=2[CH:8]=[CH:9][CH:10]=1.O[Li].O. Given the product [F:1][C:2]1[C:3]2[CH:4]=[C:5]3[C:14]4[N:15]=[C:16]([C:19]5[C:20]([N:39]([CH3:44])[S:40]([CH3:43])(=[O:42])=[O:41])=[CH:21][C:22]6[O:26][C:25]([C:27]7[CH:28]=[CH:29][C:30]([F:33])=[CH:31][CH:32]=7)=[C:24]([C:34](=[O:37])[NH:35][CH3:36])[C:23]=6[CH:38]=5)[CH:17]=[CH:18][C:13]=4[O:12][CH:11]([CH2:45][NH:46][CH2:47][C:48]([OH:50])=[O:49])[N:6]3[C:7]=2[CH:8]=[CH:9][CH:10]=1, predict the reactants needed to synthesize it. (2) Given the product [C:1]([C:5]1[N:10]=[C:9]([N:11]2[CH2:12][CH2:13][O:14][CH2:15][CH2:16]2)[C:8]([C:17]([OH:19])=[O:18])=[CH:7][N:6]=1)([CH3:4])([CH3:2])[CH3:3], predict the reactants needed to synthesize it. The reactants are: [C:1]([C:5]1[N:10]=[C:9]([N:11]2[CH2:16][CH2:15][O:14][CH2:13][CH2:12]2)[C:8]([C:17]([O:19]CC)=[O:18])=[CH:7][N:6]=1)([CH3:4])([CH3:3])[CH3:2].O[Li].O. (3) Given the product [C:17]([C:8]1[CH:7]=[CH:6][C:5]2[C:10](=[C:11]([N+:13]([O-:15])=[O:14])[CH:12]=[C:3]([O:2][CH3:1])[CH:4]=2)[N:9]=1)([CH3:21])([CH3:18])[CH3:16], predict the reactants needed to synthesize it. The reactants are: [CH3:1][O:2][C:3]1[CH:4]=[C:5]2[C:10](=[C:11]([N+:13]([O-:15])=[O:14])[CH:12]=1)[N:9]=[CH:8][CH:7]=[CH:6]2.[CH3:16][C:17](C)([CH3:21])[C:18](O)=O.OS(O)(=O)=O.S(OOS([O-])(=O)=O)([O-])(=O)=O.[NH4+].[NH4+].C(=O)=O.[NH4+].[OH-]. (4) Given the product [CH2:10]([C:4]1[CH:5]=[C:6]([Cl:8])[N:7]=[C:2]([Cl:1])[N:3]=1)[C:11]1[CH:16]=[CH:15][CH:14]=[CH:13][CH:12]=1, predict the reactants needed to synthesize it. The reactants are: [Cl:1][C:2]1[N:7]=[C:6]([Cl:8])[CH:5]=[C:4](Cl)[N:3]=1.[CH2:10]([Mg]Cl)[C:11]1[CH:16]=[CH:15][CH:14]=[CH:13][CH:12]=1. (5) Given the product [O:1]=[C:2]1[C:15]2[CH:14]=[CH:13][CH:12]=[CH:11][C:10]=2[N:9]([CH2:16][CH2:17][CH2:18][CH2:19][CH2:20][C:21]([OH:23])=[O:22])[C:8]2[C:3]1=[CH:4][CH:5]=[CH:6][CH:7]=2, predict the reactants needed to synthesize it. The reactants are: [O:1]=[C:2]1[C:15]2[CH:14]=[CH:13][CH:12]=[CH:11][C:10]=2[N:9]([CH2:16][CH2:17][CH2:18][CH2:19][CH2:20][C:21]([O:23]CC)=[O:22])[C:8]2[C:3]1=[CH:4][CH:5]=[CH:6][CH:7]=2.Cl. (6) Given the product [NH:12]1[C:13]2[C:18](=[CH:17][CH:16]=[CH:15][CH:14]=2)[C:10]([C:8](=[O:9])[CH:35]([C:33]2[CH:32]=[CH:31][C:28]([C:29]#[N:30])=[C:27]([F:26])[CH:34]=2)[NH:36][C:37]2[CH:42]=[CH:41][CH:40]=[C:39]([O:43][CH3:44])[CH:38]=2)=[CH:11]1, predict the reactants needed to synthesize it. The reactants are: C(N(CC)CC)C.[CH:8]([C:10]1[C:18]2[C:13](=[CH:14][CH:15]=[CH:16][CH:17]=2)[N:12](C(OC(C)(C)C)=O)[CH:11]=1)=[O:9].[F:26][C:27]1[CH:34]=[C:33]([CH:35]=[N:36][C:37]2[CH:42]=[CH:41][CH:40]=[C:39]([O:43][CH3:44])[CH:38]=2)[CH:32]=[CH:31][C:28]=1[C:29]#[N:30]. (7) Given the product [O:2]=[C:3]1[C:12]2[CH2:11][CH2:10][CH2:9][CH2:8][C:7]=2[C:6]([C:13]2[CH:14]=[N:15][CH:16]=[C:17]([CH:21]=2)[C:18]([OH:20])=[O:19])=[CH:5][NH:4]1, predict the reactants needed to synthesize it. The reactants are: C[O:2][C:3]1[C:12]2[CH2:11][CH2:10][CH2:9][CH2:8][C:7]=2[C:6]([C:13]2[CH:14]=[N:15][CH:16]=[C:17]([CH:21]=2)[C:18]([OH:20])=[O:19])=[CH:5][N:4]=1.C[Si](C)(C)Cl. (8) The reactants are: Br[C:2]1[CH:7]=[CH:6][C:5]([F:8])=[C:4]([CH3:9])[N:3]=1.[CH2:10]([O:12][C:13]([Sn](CCCC)(CCCC)CCCC)=[CH2:14])[CH3:11]. Given the product [CH2:13]([O:12][C:10]([C:2]1[CH:7]=[CH:6][C:5]([F:8])=[C:4]([CH3:9])[N:3]=1)=[CH2:11])[CH3:14], predict the reactants needed to synthesize it.